Dataset: Peptide-MHC class II binding affinity with 134,281 pairs from IEDB. Task: Regression. Given a peptide amino acid sequence and an MHC pseudo amino acid sequence, predict their binding affinity value. This is MHC class II binding data. (1) The peptide sequence is YNNNEAFKVENGSAA. The MHC is DRB1_1302 with pseudo-sequence DRB1_1302. The binding affinity (normalized) is 0.228. (2) The peptide sequence is TVLKQLVKSGVLAMS. The MHC is HLA-DPA10301-DPB10402 with pseudo-sequence HLA-DPA10301-DPB10402. The binding affinity (normalized) is 0.592. (3) The peptide sequence is SAGRSRRSRRAIDLP. The MHC is HLA-DQA10201-DQB10402 with pseudo-sequence HLA-DQA10201-DQB10402. The binding affinity (normalized) is 0.573. (4) The peptide sequence is VNGTWMIHTLEALDY. The MHC is DRB5_0101 with pseudo-sequence DRB5_0101. The binding affinity (normalized) is 0. (5) The peptide sequence is QVYPRSWSAVMLTFD. The MHC is DRB1_1001 with pseudo-sequence DRB1_1001. The binding affinity (normalized) is 0.714. (6) The peptide sequence is WLGARYLEFEALGFLNE. The MHC is DRB4_0101 with pseudo-sequence DRB4_0103. The binding affinity (normalized) is 0.481. (7) The peptide sequence is VIRDLAAMDGGGFYA. The MHC is DRB3_0301 with pseudo-sequence DRB3_0301. The binding affinity (normalized) is 0.335. (8) The peptide sequence is AFKVAATAANAAFAN. The MHC is HLA-DPA10103-DPB10301 with pseudo-sequence HLA-DPA10103-DPB10301. The binding affinity (normalized) is 0.622. (9) The peptide sequence is LWDIPTPKIIEECEH. The MHC is HLA-DQA10201-DQB10301 with pseudo-sequence HLA-DQA10201-DQB10301. The binding affinity (normalized) is 0.310.